The task is: Predict the reaction yield, written as a fraction of the theoretical maximum amount of product (1.0 means a 100% yield; for example, 0.34 means a 34% yield).. This data is from Reaction yield outcomes from USPTO patents with 853,638 reactions. (1) The reactants are [N+:1]([C:4]1[CH:9]=[CH:8][C:7](/[CH:10]=[C:11](\[CH3:17])/[C:12]([O:14][CH2:15][CH3:16])=[O:13])=[CH:6][CH:5]=1)([O-])=O.[Cl-].[NH4+]. The catalyst is O.CO.C1COCC1.[Fe]. The product is [NH2:1][C:4]1[CH:5]=[CH:6][C:7](/[CH:10]=[C:11](\[CH3:17])/[C:12]([O:14][CH2:15][CH3:16])=[O:13])=[CH:8][CH:9]=1. The yield is 0.320. (2) The reactants are [Cl-].O[NH3+:3].[C:4](=[O:7])([O-])[OH:5].[Na+].CS(C)=O.[CH2:13]([C:17]1[N:18]=[C:19]([CH3:46])[N:20]([CH2:39][C:40]2[CH:45]=[N:44][CH:43]=[CH:42][N:41]=2)[C:21](=[O:38])[C:22]=1[CH2:23][C:24]1[CH:29]=[CH:28][C:27]([C:30]2[C:31]([C:36]#[N:37])=[CH:32][CH:33]=[CH:34][CH:35]=2)=[CH:26][CH:25]=1)[CH2:14][CH2:15][CH3:16]. The product is [CH2:13]([C:17]1[N:18]=[C:19]([CH3:46])[N:20]([CH2:39][C:40]2[CH:45]=[N:44][CH:43]=[CH:42][N:41]=2)[C:21](=[O:38])[C:22]=1[CH2:23][C:24]1[CH:25]=[CH:26][C:27]([C:30]2[CH:35]=[CH:34][CH:33]=[CH:32][C:31]=2[C:36]2[NH:3][C:4](=[O:7])[O:5][N:37]=2)=[CH:28][CH:29]=1)[CH2:14][CH2:15][CH3:16]. The catalyst is C(OCC)(=O)C. The yield is 0.380. (3) The reactants are Cl[C:2]1[CH:3]=[CH:4][C:5]([N+:9]([O-:11])=[O:10])=[C:6]([NH2:8])[CH:7]=1.[N:12]1([CH2:18][CH2:19][NH2:20])[CH2:17][CH2:16][O:15][CH2:14][CH2:13]1.C([O-])([O-])=O.[K+].[K+].O. The catalyst is CN(C=O)C. The product is [N:12]1([CH2:18][CH2:19][NH:20][C:2]2[CH:3]=[CH:4][C:5]([N+:9]([O-:11])=[O:10])=[C:6]([NH2:8])[CH:7]=2)[CH2:17][CH2:16][O:15][CH2:14][CH2:13]1. The yield is 0.200. (4) The reactants are Cl.[CH3:2][N:3]([CH3:7])[CH2:4][CH:5]=O.[C:8]([O:11][C@@H:12]([C@:23]12[CH2:58][C:57](=[O:59])[C:56]([CH:60]([CH3:62])[CH3:61])=[C:24]1[C@@H:25]1[C@@:38]([CH3:41])([CH2:39][CH2:40]2)[C@@:37]2([CH3:42])[C@@H:28]([C@:29]3([CH3:55])[C@@H:34]([CH2:35][CH2:36]2)[C:33]([CH3:44])([CH3:43])[C@@H:32]([O:45][C:46](=[O:54])[CH2:47][C:48]([CH3:53])([CH3:52])[C:49]([OH:51])=[O:50])[CH2:31][CH2:30]3)[CH2:27][CH2:26]1)[CH2:13][NH:14][CH2:15][C:16]1[CH:21]=[CH:20][C:19]([Cl:22])=[CH:18][CH:17]=1)(=[O:10])[CH3:9].C([BH3-])#N.[Na+]. The catalyst is CO. The product is [C:8]([O:11][C@@H:12]([C@:23]12[CH2:58][C:57](=[O:59])[C:56]([CH:60]([CH3:62])[CH3:61])=[C:24]1[C@@H:25]1[C@@:38]([CH3:41])([CH2:39][CH2:40]2)[C@@:37]2([CH3:42])[C@@H:28]([C@:29]3([CH3:55])[C@@H:34]([CH2:35][CH2:36]2)[C:33]([CH3:44])([CH3:43])[C@@H:32]([O:45][C:46](=[O:54])[CH2:47][C:48]([CH3:52])([CH3:53])[C:49]([OH:51])=[O:50])[CH2:31][CH2:30]3)[CH2:27][CH2:26]1)[CH2:13][N:14]([CH2:15][C:16]1[CH:17]=[CH:18][C:19]([Cl:22])=[CH:20][CH:21]=1)[CH2:5][CH2:4][N:3]([CH3:7])[CH3:2])(=[O:10])[CH3:9]. The yield is 0.240. (5) The reactants are C([N:8]1[CH2:13][C:12]([CH3:15])([CH3:14])[C:11]2[S:16][C:17]([C:19]([O:21][CH2:22][CH3:23])=[O:20])=[CH:18][C:10]=2[CH2:9]1)C1C=CC=CC=1.C([O-])([O-])=O.[K+].[K+].[Cl:30]C(OC(Cl)C)=O. The catalyst is C(Cl)Cl.CCO. The product is [ClH:30].[CH3:14][C:12]1([CH3:15])[CH2:13][NH:8][CH2:9][C:10]2[CH:18]=[C:17]([C:19]([O:21][CH2:22][CH3:23])=[O:20])[S:16][C:11]1=2. The yield is 0.790. (6) The reactants are [CH2:1]([S:3][C:4]1[C:5]2[N:6]([CH:13]=[C:14]([C:16]3[N:17]=[N:18][N:19]([CH3:21])[N:20]=3)[CH:15]=2)[N:7]=[CH:8][C:9]=1[C:10]([NH2:12])=[O:11])[CH3:2].[OH:22]OS([O-])=O.[K+]. The catalyst is CC(C)=O.O. The product is [CH2:1]([S:3]([C:4]1[C:5]2[N:6]([CH:13]=[C:14]([C:16]3[N:17]=[N:18][N:19]([CH3:21])[N:20]=3)[CH:15]=2)[N:7]=[CH:8][C:9]=1[C:10]([NH2:12])=[O:11])=[O:22])[CH3:2]. The yield is 0.850. (7) The reactants are C12(CS(O)(=O)=O)C(C)(C)C(CC1)CC2=O.[CH3:16][O:17][CH2:18][CH2:19][N:20]1[CH2:26][CH2:25][C:24]2[CH:27]=[C:28]([NH2:31])[CH:29]=[CH:30][C:23]=2[CH2:22][CH2:21]1.Cl[C:33]1[N:38]=[C:37]([NH:39][C:40]2[CH:45]=[CH:44][CH:43]=[CH:42][C:41]=2[S:46]([CH:49]([CH3:51])[CH3:50])(=[O:48])=[O:47])[C:36]([Cl:52])=[CH:35][N:34]=1.C(=O)([O-])[O-]. The catalyst is C(O)(C)C. The product is [Cl:52][C:36]1[C:37]([NH:39][C:40]2[CH:45]=[CH:44][CH:43]=[CH:42][C:41]=2[S:46]([CH:49]([CH3:51])[CH3:50])(=[O:48])=[O:47])=[N:38][C:33]([NH:31][C:28]2[CH:29]=[CH:30][C:23]3[CH2:22][CH2:21][N:20]([CH2:19][CH2:18][O:17][CH3:16])[CH2:26][CH2:25][C:24]=3[CH:27]=2)=[N:34][CH:35]=1. The yield is 0.620.